The task is: Predict which catalyst facilitates the given reaction.. This data is from Catalyst prediction with 721,799 reactions and 888 catalyst types from USPTO. (1) Reactant: O[CH2:2][CH:3]([CH2:5]O)O.[CH2:7]([O:9][C:10]([C:12]1[CH:18]=[CH:17][C:15](O)=[CH:14][CH:13]=1)=[O:11])[CH3:8]. Product: [CH2:8]([CH:7]1[C:18]2[C:12](=[CH:13][CH:14]=[CH:15][CH:17]=2)[C:10](=[O:11])[O:9]1)[CH2:2][CH2:3][CH3:5]. The catalyst class is: 6. (2) Reactant: [O:1]1[CH2:5][CH2:4][CH:3]([CH:6]=O)[CH2:2]1.[N+:8]([CH3:11])([O-:10])=[O:9].FC(F)(F)C(OC(=O)C(F)(F)F)=O.C(N(CC)CC)C. Product: [N+:8](/[CH:11]=[CH:6]/[CH:3]1[CH2:4][CH2:5][O:1][CH2:2]1)([O-:10])=[O:9]. The catalyst class is: 7. (3) Reactant: [CH3:1][O:2][C:3]([CH2:5]P(OC)(OC)=O)=[O:4].C[Si]([N-][Si](C)(C)C)(C)C.[Na+].[CH:22]([C:24]1[CH:29]=[CH:28][C:27](/[C:30](/[C:40]2[CH:45]=[CH:44][C:43]([F:46])=[CH:42][CH:41]=2)=[C:31](\[C:34]2[CH:39]=[CH:38][CH:37]=[CH:36][CH:35]=2)/[CH2:32][CH3:33])=[CH:26][CH:25]=1)=O. Product: [F:46][C:43]1[CH:42]=[CH:41][C:40]([C:30]([C:27]2[CH:26]=[CH:25][C:24]([CH:22]=[CH:5][C:3]([O:2][CH3:1])=[O:4])=[CH:29][CH:28]=2)=[C:31]([C:34]2[CH:39]=[CH:38][CH:37]=[CH:36][CH:35]=2)[CH2:32][CH3:33])=[CH:45][CH:44]=1. The catalyst class is: 220. (4) Reactant: [CH3:1][O:2][C:3]([C:5]12[CH2:14][CH:9]3[CH2:10][CH:11]([CH2:13][C:7]([C:15]([OH:17])=O)([CH2:8]3)[CH2:6]1)[CH2:12]2)=[O:4].C(Cl)[Cl:19].C(Cl)(=O)C(Cl)=O. Product: [CH3:1][O:2][C:3]([C:5]12[CH2:14][CH:9]3[CH2:10][CH:11]([CH2:13][C:7]([C:15]([Cl:19])=[O:17])([CH2:8]3)[CH2:6]1)[CH2:12]2)=[O:4]. The catalyst class is: 3. (5) Product: [OH:32][CH:31]([C:29]1[O:30][C:26]([C:22]2[CH:23]=[CH:24][CH:25]=[C:20]([C:19]([F:34])([F:18])[F:33])[CH:21]=2)=[CH:27][CH:28]=1)[C:2]1[CH:12]=[CH:11][C:5]([C:6]([O:8][CH2:9][CH3:10])=[O:7])=[CH:4][CH:3]=1. The catalyst class is: 7. Reactant: I[C:2]1[CH:12]=[CH:11][C:5]([C:6]([O:8][CH2:9][CH3:10])=[O:7])=[CH:4][CH:3]=1.C([Mg]Cl)(C)C.[F:18][C:19]([F:34])([F:33])[C:20]1[CH:21]=[C:22]([C:26]2[O:30][C:29]([CH:31]=[O:32])=[CH:28][CH:27]=2)[CH:23]=[CH:24][CH:25]=1.[Cl-].[NH4+]. (6) Reactant: [C:1]([O:5][C:6]([NH:8][C@H:9]([C:26]([O:28][CH3:29])=[O:27])[CH2:10][C:11]1[CH:16]=[CH:15][C:14]([B:17]2[O:21]C(C)(C)C(C)(C)[O:18]2)=[CH:13][CH:12]=1)=[O:7])([CH3:4])([CH3:3])[CH3:2].I([O-])(=O)(=O)=O.[Na+].C([O-])(=O)C.[NH4+].O. Product: [C:1]([O:5][C:6]([NH:8][C@H:9]([C:26]([O:28][CH3:29])=[O:27])[CH2:10][C:11]1[CH:12]=[CH:13][C:14]([B:17]([OH:21])[OH:18])=[CH:15][CH:16]=1)=[O:7])([CH3:3])([CH3:4])[CH3:2]. The catalyst class is: 21.